Dataset: Full USPTO retrosynthesis dataset with 1.9M reactions from patents (1976-2016). Task: Predict the reactants needed to synthesize the given product. (1) Given the product [CH3:1][O:2][C:3]1[CH:4]=[CH:5][C:6]([N:9]2[C:10]3[CH:15]=[CH:14][CH:13]=[CH:12][C:11]=3[NH:16][S:17]2(=[O:19])=[O:18])=[CH:7][CH:8]=1, predict the reactants needed to synthesize it. The reactants are: [CH3:1][O:2][C:3]1[CH:8]=[CH:7][C:6]([NH:9][C:10]2[C:11]([NH2:16])=[CH:12][CH:13]=[CH:14][CH:15]=2)=[CH:5][CH:4]=1.[S:17](N)(N)(=[O:19])=[O:18]. (2) Given the product [F:1][C:2]1[CH:7]=[C:6]([I:8])[CH:5]=[CH:4][C:3]=1[NH:9][C:10]1[CH:19]=[N:18][CH:17]=[CH:16][C:11]=1[C:12]1[O:13][C:20](=[S:21])[NH:15][N:14]=1, predict the reactants needed to synthesize it. The reactants are: [F:1][C:2]1[CH:7]=[C:6]([I:8])[CH:5]=[CH:4][C:3]=1[NH:9][C:10]1[CH:19]=[N:18][CH:17]=[CH:16][C:11]=1[C:12]([NH:14][NH2:15])=[O:13].[CH2:20](S)[SH:21].[OH-].[K+]. (3) Given the product [C:1]([N:5]1[CH2:10][CH2:9][NH:8][C@@H:7]([C:18]([N:20]2[CH2:25][CH2:24][N:23]([C:27]([NH:26][C:29]3[CH:34]=[CH:33][C:32]([CH3:35])=[C:31]([C:36]([F:37])([F:38])[F:39])[CH:30]=3)=[O:28])[CH2:22][CH2:21]2)=[O:19])[CH2:6]1)([CH3:4])([CH3:2])[CH3:3], predict the reactants needed to synthesize it. The reactants are: [C:1]([N:5]1[CH2:10][CH2:9][N:8](C(OC(C)(C)C)=O)[C@@H:7]([C:18]([N:20]2[CH2:25][CH2:24][NH:23][CH2:22][CH2:21]2)=[O:19])[CH2:6]1)([CH3:4])([CH3:3])[CH3:2].[N:26]([C:29]1[CH:34]=[CH:33][C:32]([CH3:35])=[C:31]([C:36]([F:39])([F:38])[F:37])[CH:30]=1)=[C:27]=[O:28]. (4) Given the product [NH2:1][C:2]1[C:7]([C:8]([C:10]2[C:15]([OH:16])=[CH:14][CH:13]=[C:12]([F:18])[C:11]=2[F:19])=[O:9])=[CH:6][N:5]=[C:4]([NH:20][CH:21]2[CH2:22][CH2:23][N:24]([S:27]([CH3:30])(=[O:28])=[O:29])[CH2:25][CH2:26]2)[N:3]=1, predict the reactants needed to synthesize it. The reactants are: [NH2:1][C:2]1[C:7]([C:8]([C:10]2[C:15]([O:16]C)=[CH:14][CH:13]=[C:12]([F:18])[C:11]=2[F:19])=[O:9])=[CH:6][N:5]=[C:4]([NH:20][CH:21]2[CH2:26][CH2:25][N:24]([S:27]([CH3:30])(=[O:29])=[O:28])[CH2:23][CH2:22]2)[N:3]=1.[Cl-].[Al+3].[Cl-].[Cl-].C([O-])(O)=O.[Na+]. (5) Given the product [Cl:13][C:14]1[CH:19]=[C:18]([O:20][C:2]2[C:3]([CH2:11][CH3:12])=[N:4][C:5]([N+:8]([O-:10])=[O:9])=[CH:6][CH:7]=2)[CH:17]=[CH:16][N:15]=1, predict the reactants needed to synthesize it. The reactants are: Br[C:2]1[C:3]([CH2:11][CH3:12])=[N:4][C:5]([N+:8]([O-:10])=[O:9])=[CH:6][CH:7]=1.[Cl:13][C:14]1[CH:19]=[C:18]([OH:20])[CH:17]=[CH:16][N:15]=1.C([O-])([O-])=O.[K+].[K+]. (6) Given the product [CH3:19][O:20][C:21](=[O:42])[CH2:22][CH2:23][C:24]1[CH:29]=[CH:28][C:27]([O:30][CH2:31][CH2:32][CH2:33][CH:34]([O:36][C:6]2[CH:5]=[CH:4][C:3]([CH2:1][CH3:2])=[CH:8][C:7]=2[C:9](=[O:10])[C:11]2[CH:12]=[CH:13][CH:14]=[CH:15][CH:16]=2)[CH3:35])=[CH:26][C:25]=1[CH3:41], predict the reactants needed to synthesize it. The reactants are: [CH2:1]([C:3]1[CH:4]=[CH:5][C:6](OC)=[C:7]([C:9]([C:11]2[CH:16]=[CH:15][CH:14]=[CH:13][CH:12]=2)=[O:10])[CH:8]=1)[CH3:2].[CH3:19][O:20][C:21](=[O:42])[CH2:22][CH2:23][C:24]1[CH:29]=[CH:28][C:27]([O:30][CH2:31][CH2:32][CH2:33][CH:34]([O:36]S(C)(=O)=O)[CH3:35])=[CH:26][C:25]=1[CH3:41].C(=O)([O-])[O-].[Cs+].[Cs+]. (7) Given the product [C:36]1([CH2:42][CH2:43][C:44]([N:8]([CH:9]2[CH2:10][CH2:11][CH:12]([C:15]3[CH:16]=[CH:17][C:18]([C:19]([O:21][CH2:22][CH3:23])=[O:20])=[CH:24][CH:25]=3)[CH2:13][CH2:14]2)[C@H:7]2[CH2:6][C@H:5]3[CH2:26][C@H:3]([C:4]3([CH3:28])[CH3:27])[C@@H:2]2[CH3:1])=[O:45])[CH:41]=[CH:40][CH:39]=[CH:38][CH:37]=1, predict the reactants needed to synthesize it. The reactants are: [CH3:1][C@@H:2]1[C@@H:7]([NH:8][CH:9]2[CH2:14][CH2:13][CH:12]([C:15]3[CH:25]=[CH:24][C:18]([C:19]([O:21][CH2:22][CH3:23])=[O:20])=[CH:17][CH:16]=3)[CH2:11][CH2:10]2)[CH2:6][C@H:5]2[CH2:26][C@@H:3]1[C:4]2([CH3:28])[CH3:27].C(N(CC)CC)C.[C:36]1([CH2:42][CH2:43][C:44](Cl)=[O:45])[CH:41]=[CH:40][CH:39]=[CH:38][CH:37]=1. (8) Given the product [I:8][C:5]1[CH:6]=[CH:7][C:2]([CH:17]=[O:18])=[CH:3][CH:4]=1, predict the reactants needed to synthesize it. The reactants are: I[C:2]1[CH:7]=[CH:6][C:5]([I:8])=[CH:4][CH:3]=1.C([Li])CCC.CN([CH:17]=[O:18])C.